Predict the reaction yield, written as a fraction of the theoretical maximum amount of product (1.0 means a 100% yield; for example, 0.34 means a 34% yield). From a dataset of Reaction yield outcomes from USPTO patents with 853,638 reactions. (1) The reactants are Cl.N[C:3]1[CH:4]=[N:5][C:6]2[C:11]([CH:12]=1)=[CH:10][C:9]([O:13][CH3:14])=[C:8]([O:15][CH3:16])[CH:7]=2.C[O-].[Na+].[C:20]1(=O)[CH2:25][CH2:24][CH2:23][CH2:22][CH2:21]1.B.Cl.[OH-].[Na+].[N:31]1C=CC=CC=1. The catalyst is CO. The product is [NH2:31][CH:20]1[CH2:25][CH2:24][CH2:23][CH:22]([C:4]2[CH:3]=[CH:12][C:11]3[C:6](=[CH:7][C:8]([O:15][CH3:16])=[C:9]([O:13][CH3:14])[CH:10]=3)[N:5]=2)[CH2:21]1. The yield is 0.570. (2) The reactants are [C:1]([O:5][C:6]([NH:8][C@@H:9]([CH2:13][CH2:14][CH2:15][CH2:16][CH2:17][CH:18]=[CH2:19])[C:10]([OH:12])=O)=[O:7])([CH3:4])([CH3:3])[CH3:2].Cl.[CH3:21][O:22][C:23]([C@@H:25]1[CH2:29][C@@H:28]([OH:30])[CH2:27][NH:26]1)=[O:24].CN1CCOCC1.CN(C(ON1N=NC2C=CC=NC1=2)=[N+](C)C)C.F[P-](F)(F)(F)(F)F. The catalyst is C(Cl)Cl.C(OCC)(=O)C.C(OCC)(=O)C.CCCCCC. The product is [CH3:21][O:22][C:23]([C@@H:25]1[CH2:29][C@@H:28]([OH:30])[CH2:27][N:26]1[C:10](=[O:12])[C@@H:9]([NH:8][C:6]([O:5][C:1]([CH3:2])([CH3:3])[CH3:4])=[O:7])[CH2:13][CH2:14][CH2:15][CH2:16][CH2:17][CH:18]=[CH2:19])=[O:24]. The yield is 1.00.